This data is from Forward reaction prediction with 1.9M reactions from USPTO patents (1976-2016). The task is: Predict the product of the given reaction. Given the reactants [C:1]([O:5][C:6]([NH:8][C@@H:9]([C:20]([OH:22])=O)[CH2:10][C:11]1[CH:16]=[CH:15][C:14]([O:17][CH2:18][CH3:19])=[CH:13][CH:12]=1)=[O:7])([CH3:4])([CH3:3])[CH3:2].CCN(C(C)C)C(C)C.Cl.[CH3:33][O:34][C:35]1[CH:36]=[C:37]([C:43]2[C@@H:52]3[C@@H:47]([CH2:48][CH2:49][CH2:50][CH2:51]3)[C:46](=[O:53])[N:45]([CH:54]3[CH2:59][CH2:58][NH:57][CH2:56][CH2:55]3)[N:44]=2)[CH:38]=[CH:39][C:40]=1[O:41][CH3:42].CCOC(C(C#N)=NOC(N1CCOCC1)=[N+](C)C)=O.F[P-](F)(F)(F)(F)F.C(=O)(O)[O-].[Na+], predict the reaction product. The product is: [CH3:33][O:34][C:35]1[CH:36]=[C:37]([C:43]2[C@@H:52]3[C@@H:47]([CH2:48][CH2:49][CH2:50][CH2:51]3)[C:46](=[O:53])[N:45]([CH:54]3[CH2:55][CH2:56][N:57]([C:20](=[O:22])[C@H:9]([NH:8][C:6](=[O:7])[O:5][C:1]([CH3:2])([CH3:3])[CH3:4])[CH2:10][C:11]4[CH:12]=[CH:13][C:14]([O:17][CH2:18][CH3:19])=[CH:15][CH:16]=4)[CH2:58][CH2:59]3)[N:44]=2)[CH:38]=[CH:39][C:40]=1[O:41][CH3:42].